This data is from Full USPTO retrosynthesis dataset with 1.9M reactions from patents (1976-2016). The task is: Predict the reactants needed to synthesize the given product. Given the product [ClH:7].[N:8]12[CH2:15][CH2:14][CH:11]([CH2:12][CH2:13]1)[C@@H:10]([NH:16][C:17]([C:19]1[S:20][C:21]3[C:27]([C:29]4[CH:34]=[CH:33][CH:32]=[CH:31][CH:30]=4)=[CH:26][CH:25]=[CH:24][C:22]=3[CH:23]=1)=[O:18])[CH2:9]2, predict the reactants needed to synthesize it. The reactants are: C(=O)([O-])[O-].[Na+].[Na+].[ClH:7].[N:8]12[CH2:15][CH2:14][CH:11]([CH2:12][CH2:13]1)[C@@H:10]([NH:16][C:17]([C:19]1[S:20][C:21]3[C:27](Br)=[CH:26][CH:25]=[CH:24][C:22]=3[CH:23]=1)=[O:18])[CH2:9]2.[C:29]1(B(O)O)[CH:34]=[CH:33][CH:32]=[CH:31][CH:30]=1.